This data is from Full USPTO retrosynthesis dataset with 1.9M reactions from patents (1976-2016). The task is: Predict the reactants needed to synthesize the given product. (1) Given the product [CH3:19][O:18][C:15]1[CH:16]=[CH:17][C:12]([CH2:11][N:7]2[CH2:6][C:5]3([CH2:20][CH2:21][CH2:22][C:3]([CH2:2][NH:1][C:44]4[CH:45]=[C:46]([N+:47]([O-:49])=[O:48])[CH:39]=[CH:40][C:41]=4[C:42]#[N:43])([CH2:23][O:24][CH2:25][C:26]4[CH:27]=[CH:28][CH:29]=[CH:30][CH:31]=4)[CH2:4]3)[O:9][C:8]2=[O:10])=[CH:13][CH:14]=1, predict the reactants needed to synthesize it. The reactants are: [NH2:1][CH2:2][C:3]1([CH2:23][O:24][CH2:25][C:26]2[CH:31]=[CH:30][CH:29]=[CH:28][CH:27]=2)[CH2:22][CH2:21][CH2:20][C:5]2([O:9][C:8](=[O:10])[N:7]([CH2:11][C:12]3[CH:17]=[CH:16][C:15]([O:18][CH3:19])=[CH:14][CH:13]=3)[CH2:6]2)[CH2:4]1.C(=O)([O-])[O-].[K+].[K+].F[C:39]1[CH:40]=[C:41]([CH:44]=[CH:45][C:46]=1[N+:47]([O-:49])=[O:48])[C:42]#[N:43]. (2) Given the product [C:28]([O:27][C:25](=[O:26])[N:8]([C:4]1[CH:5]=[N:6][CH:7]=[C:2]([Br:1])[CH:3]=1)[CH2:9][C:10]1[CH:15]=[CH:14][CH:13]=[C:12]([O:16][CH3:17])[CH:11]=1)([CH3:31])([CH3:30])[CH3:29], predict the reactants needed to synthesize it. The reactants are: [Br:1][C:2]1[CH:3]=[C:4]([NH:8][CH2:9][C:10]2[CH:15]=[CH:14][CH:13]=[C:12]([O:16][CH3:17])[CH:11]=2)[CH:5]=[N:6][CH:7]=1.CCN(CC)CC.[C:25](O[C:25]([O:27][C:28]([CH3:31])([CH3:30])[CH3:29])=[O:26])([O:27][C:28]([CH3:31])([CH3:30])[CH3:29])=[O:26]. (3) Given the product [CH:53]1([N:46]2[C:47]3[C:42](=[CH:41][CH:40]=[C:39]([C:7]4[CH:6]=[C:5]5[C:10](=[CH:9][CH:8]=4)[C@@H:2]([CH3:1])[N:3]([C:19]([C:32]4[CH:37]=[CH:36][CH:35]=[CH:34][CH:33]=4)([C:26]4[CH:27]=[CH:28][CH:29]=[CH:30][CH:31]=4)[C:20]4[CH:25]=[CH:24][CH:23]=[CH:22][CH:21]=4)[CH2:4]5)[C:48]=3[O:49][CH:50]([F:52])[F:51])[C:43](=[O:61])[C:44]([C:56]([O:58][CH2:59][CH3:60])=[O:57])=[CH:45]2)[CH2:55][CH2:54]1, predict the reactants needed to synthesize it. The reactants are: [CH3:1][C@@H:2]1[C:10]2[C:5](=[CH:6][C:7](B3OCCNCCO3)=[CH:8][CH:9]=2)[CH2:4][N:3]1[C:19]([C:32]1[CH:37]=[CH:36][CH:35]=[CH:34][CH:33]=1)([C:26]1[CH:31]=[CH:30][CH:29]=[CH:28][CH:27]=1)[C:20]1[CH:25]=[CH:24][CH:23]=[CH:22][CH:21]=1.Br[C:39]1[C:48]([O:49][CH:50]([F:52])[F:51])=[C:47]2[C:42]([C:43](=[O:61])[C:44]([C:56]([O:58][CH2:59][CH3:60])=[O:57])=[CH:45][N:46]2[CH:53]2[CH2:55][CH2:54]2)=[CH:41][CH:40]=1.C(=O)([O-])[O-].[Na+].[Na+]. (4) Given the product [CH:11](=[N:10][NH:9][C:1](=[O:8])[C:2]1[CH:7]=[CH:6][CH:5]=[CH:4][CH:3]=1)[CH3:12], predict the reactants needed to synthesize it. The reactants are: [C:1]([NH:9][NH2:10])(=[O:8])[C:2]1[CH:7]=[CH:6][CH:5]=[CH:4][CH:3]=1.[CH:11](=O)[CH3:12]. (5) Given the product [NH2:9][C:4]1[C:3]([N+:10]([O-:12])=[O:11])=[C:2]([NH:20][C@@H:21]2[C@@H:26]3[CH2:27][C@@H:23]([CH:24]=[CH:25]3)[C@@H:22]2[C:28]([NH2:30])=[O:29])[C:7]([Cl:8])=[CH:6][N:5]=1, predict the reactants needed to synthesize it. The reactants are: Cl[C:2]1[C:7]([Cl:8])=[CH:6][N:5]=[C:4]([NH2:9])[C:3]=1[N+:10]([O-:12])=[O:11].FC(F)(F)C(O)=O.[NH2:20][C@@H:21]1[C@@H:26]2[CH2:27][C@@H:23]([CH:24]=[CH:25]2)[C@@H:22]1[C:28]([NH2:30])=[O:29].C(N(CC)C(C)C)(C)C. (6) Given the product [C:41](=[O:48])([O:45][CH2:46][CH3:47])[O:42][CH2:43][N:14]1[C:11]2=[N:12][CH:13]=[C:8]([C:5]3[CH:6]=[CH:7][C:2]([Cl:1])=[CH:3][CH:4]=3)[CH:9]=[C:10]2[C:16]([C:17](=[O:18])[C:19]2[C:24]([F:25])=[CH:23][CH:22]=[C:21]([NH:26][S:27]([CH2:30][CH2:31][CH3:32])(=[O:28])=[O:29])[C:20]=2[F:33])=[CH:15]1, predict the reactants needed to synthesize it. The reactants are: [Cl:1][C:2]1[CH:7]=[CH:6][C:5]([C:8]2[CH:9]=[C:10]3[C:16]([C:17]([C:19]4[C:20]([F:33])=[C:21]([NH:26][S:27]([CH2:30][CH2:31][CH3:32])(=[O:29])=[O:28])[CH:22]=[CH:23][C:24]=4[F:25])=[O:18])=[CH:15][NH:14][C:11]3=[N:12][CH:13]=2)=[CH:4][CH:3]=1.CCN(CC)CC.[C:41](=[O:48])([O:45][CH2:46][CH3:47])[O:42][CH2:43]Cl. (7) Given the product [CH3:19][O:18][C:16](=[O:17])[CH2:15][O:1][C:2]1[CH:3]=[CH:4][C:5]([C@@H:8]2[CH2:12][CH2:11][C:10](=[O:13])[CH2:9]2)=[CH:6][CH:7]=1, predict the reactants needed to synthesize it. The reactants are: [OH:1][C:2]1[CH:7]=[CH:6][C:5]([C@@H:8]2[CH2:12][CH2:11][C:10](=[O:13])[CH2:9]2)=[CH:4][CH:3]=1.Br[CH2:15][C:16]([O:18][CH3:19])=[O:17]. (8) The reactants are: [CH3:1][C:2]1[O:3][C:4]([C:14]2[CH:19]=[CH:18][C:17]([S:20]([CH3:23])(=[O:22])=[O:21])=[CH:16][CH:15]=2)=[C:5]([C:7]2[CH:12]=[CH:11][C:10](Br)=[CH:9][CH:8]=2)[N:6]=1.[S:24]1[CH:28]=[CH:27][CH:26]=[C:25]1B(O)O.C([O-])(O)=O.[Na+]. Given the product [CH3:1][C:2]1[O:3][C:4]([C:14]2[CH:19]=[CH:18][C:17]([S:20]([CH3:23])(=[O:22])=[O:21])=[CH:16][CH:15]=2)=[C:5]([C:7]2[CH:12]=[CH:11][C:10]([C:25]3[S:24][CH:28]=[CH:27][CH:26]=3)=[CH:9][CH:8]=2)[N:6]=1, predict the reactants needed to synthesize it. (9) Given the product [F:15][C:12]1[CH:11]=[CH:10][C:9]([CH2:8][C:6]2[CH:7]=[C:2]([NH:1][CH2:34][CH2:33][N:22]([CH3:21])[C:23]([O:24][CH2:25][C:26]3[CH:31]=[CH:30][CH:29]=[CH:28][CH:27]=3)=[O:32])[C:3]([C:16]([O:18][CH2:19][CH3:20])=[O:17])=[N:4][CH:5]=2)=[CH:14][CH:13]=1, predict the reactants needed to synthesize it. The reactants are: [NH2:1][C:2]1[C:3]([C:16]([O:18][CH2:19][CH3:20])=[O:17])=[N:4][CH:5]=[C:6]([CH2:8][C:9]2[CH:14]=[CH:13][C:12]([F:15])=[CH:11][CH:10]=2)[CH:7]=1.[CH3:21][N:22]([CH2:33][CH:34]=O)[C:23](=[O:32])[O:24][CH2:25][C:26]1[CH:31]=[CH:30][CH:29]=[CH:28][CH:27]=1.C(O[BH-](OC(=O)C)OC(=O)C)(=O)C.[Na+].